From a dataset of Catalyst prediction with 721,799 reactions and 888 catalyst types from USPTO. Predict which catalyst facilitates the given reaction. (1) Reactant: C(N(CC)CC)C.[CH3:8][O:9][C:10]1[N:19]=[C:18]2[C:13]([CH:14]=[C:15]([C:21]([OH:23])=O)[C:16](=[O:20])[NH:17]2)=[CH:12][CH:11]=1.CN(C(ON1N=NC2C=CC=NC1=2)=[N+](C)C)C.F[P-](F)(F)(F)(F)F.[NH2:48][C:49]1[CH:50]=[C:51]([CH:56]=[CH:57][C:58]=1[Cl:59])[C:52]([O:54][CH3:55])=[O:53]. Product: [Cl:59][C:58]1[CH:57]=[CH:56][C:51]([C:52]([O:54][CH3:55])=[O:53])=[CH:50][C:49]=1[NH:48][C:21]([C:15]1[C:16](=[O:20])[NH:17][C:18]2[C:13]([CH:14]=1)=[CH:12][CH:11]=[C:10]([O:9][CH3:8])[N:19]=2)=[O:23]. The catalyst class is: 3. (2) Reactant: [O:1]=[C:2]([NH:36][C:37]1[CH:38]=[CH:39][CH:40]=[C:41]2[C:46]=1[N:45]=[CH:44][CH:43]=[CH:42]2)[CH:3]([C:17]1[CH:35]=[CH:34][C:20]([C:21]([NH:23][CH2:24][CH2:25][CH2:26][CH2:27][CH2:28][CH2:29][C:30](OC)=[O:31])=[O:22])=[CH:19][CH:18]=1)[C:4](=[O:16])[NH:5][C:6]1[CH:7]=[CH:8][CH:9]=[C:10]2[C:15]=1[N:14]=[CH:13][CH:12]=[CH:11]2.[NH2:47][OH:48].[C-]#N.[K+].Cl. Product: [OH:48][NH:47][C:30](=[O:31])[CH2:29][CH2:28][CH2:27][CH2:26][CH2:25][CH2:24][NH:23][C:21]([C:20]1[CH:34]=[CH:35][C:17]([CH:3]([C:2]([NH:36][C:37]2[CH:38]=[CH:39][CH:40]=[C:41]3[C:46]=2[N:45]=[CH:44][CH:43]=[CH:42]3)=[O:1])[C:4]([NH:5][C:6]2[CH:7]=[CH:8][CH:9]=[C:10]3[C:15]=2[N:14]=[CH:13][CH:12]=[CH:11]3)=[O:16])=[CH:18][CH:19]=1)=[O:22]. The catalyst class is: 36. (3) Reactant: [Cl:1][C:2]1[C:3](Cl)=[N:4][CH:5]=[C:6]([CH:16]=1)[C:7]([N:9]([CH2:11][CH2:12][N:13]([CH3:15])[CH3:14])[CH3:10])=[O:8].CC(C)([O-])C.[K+].CN(C)C(=O)C.[CH3:30][N:31]1[CH:35]=[CH:34][C:33]([NH:36][C:37]2[C:46]3[C:41](=[CH:42][CH:43]=[C:44]([OH:47])[CH:45]=3)[N:40]=[CH:39][N:38]=2)=[N:32]1. Product: [Cl:1][C:2]1[C:3]([O:47][C:44]2[CH:45]=[C:46]3[C:41](=[CH:42][CH:43]=2)[N:40]=[CH:39][N:38]=[C:37]3[NH:36][C:33]2[CH:34]=[CH:35][N:31]([CH3:30])[N:32]=2)=[N:4][CH:5]=[C:6]([CH:16]=1)[C:7]([N:9]([CH2:11][CH2:12][N:13]([CH3:15])[CH3:14])[CH3:10])=[O:8]. The catalyst class is: 6. (4) Reactant: [O:1]=[C:2]1[NH:6][CH:5]([C:7]2[CH:12]=[CH:11][C:10]([S:13]([N:16](COC)[C:17]3[S:18][CH:19]=[CH:20][N:21]=3)(=[O:15])=[O:14])=[CH:9][CH:8]=2)[C:4](=[O:25])[NH:3]1.[CH2:26](Br)[C:27]1[CH:32]=[CH:31][CH:30]=[CH:29][CH:28]=1.C(=O)([O-])[O-].[K+].[K+].Cl.C([O-])(O)=O.[Na+]. Product: [CH2:26]([N:3]1[C:4](=[O:25])[CH:5]([C:7]2[CH:12]=[CH:11][C:10]([S:13]([NH:16][C:17]3[S:18][CH:19]=[CH:20][N:21]=3)(=[O:14])=[O:15])=[CH:9][CH:8]=2)[NH:6][C:2]1=[O:1])[C:27]1[CH:32]=[CH:31][CH:30]=[CH:29][CH:28]=1. The catalyst class is: 3. (5) Reactant: [I:1][C:2]1[CH:3]=[C:4]([NH3+:16])[CH:5]=[C:6]([C:8](=[O:15])[NH:9][CH:10]([CH3:14])[CH2:11][O:12][CH3:13])[CH:7]=1.[N-:17]=[N+:18]=[N-:19].[Na+].[CH:21](OCC)(OCC)OCC. Product: [I:1][C:2]1[CH:7]=[C:6]([CH:5]=[C:4]([N:16]2[CH:21]=[N:19][N:18]=[N:17]2)[CH:3]=1)[C:8]([NH:9][CH:10]([CH3:14])[CH2:11][O:12][CH3:13])=[O:15]. The catalyst class is: 52. (6) Reactant: [Cl:1][C:2]1[N:7]=[C:6](Cl)[C:5]([S:9][CH2:10][C:11]([O:13][CH2:14][CH3:15])=[O:12])=[CH:4][N:3]=1.[NH3:16].C(O)(C)C. The catalyst class is: 3. Product: [NH2:16][C:6]1[C:5]([S:9][CH2:10][C:11]([O:13][CH2:14][CH3:15])=[O:12])=[CH:4][N:3]=[C:2]([Cl:1])[N:7]=1. (7) Reactant: Cl.[NH2:2][OH:3].O(C(C)(C)C)[K].[Br:10][C:11]1[O:12][C:13]([C:16]2[CH:21]=[CH:20][C:19]([C:22]#[N:23])=[CH:18][CH:17]=2)=[CH:14][CH:15]=1. Product: [Br:10][C:11]1[O:12][C:13]([C:16]2[CH:21]=[CH:20][C:19]([C:22](=[NH:23])[NH:2][OH:3])=[CH:18][CH:17]=2)=[CH:14][CH:15]=1. The catalyst class is: 58.